This data is from Forward reaction prediction with 1.9M reactions from USPTO patents (1976-2016). The task is: Predict the product of the given reaction. (1) Given the reactants [N-:1]=[N+:2]=[N-:3].[Na+].[Cl:5][C:6]1[CH:28]=[C:27]([N:29]2[CH2:33][CH2:32][CH2:31][CH2:30]2)[CH:26]=[CH:25][C:7]=1[C:8]([N:10]1[C:16]2[CH:17]=[CH:18][CH:19]=[CH:20][C:15]=2[CH2:14][N:13]([CH2:21][C:22]#[N:23])[C:12](=[O:24])[CH2:11]1)=[O:9].Cl.CN(C)C.Cl, predict the reaction product. The product is: [Cl:5][C:6]1[CH:28]=[C:27]([N:29]2[CH2:33][CH2:32][CH2:31][CH2:30]2)[CH:26]=[CH:25][C:7]=1[C:8]([N:10]1[C:16]2[CH:17]=[CH:18][CH:19]=[CH:20][C:15]=2[CH2:14][N:13]([CH2:21][C:22]2[NH:23][N:3]=[N:2][N:1]=2)[C:12](=[O:24])[CH2:11]1)=[O:9]. (2) Given the reactants Br[CH2:2][CH2:3][CH2:4][CH2:5][CH2:6][O:7][C:8]1[CH:9]=[CH:10][C:11]2[C:17]([CH3:19])([CH3:18])[CH2:16][CH2:15][C:14](=[O:20])[NH:13][C:12]=2[CH:21]=1.Cl.[Cl:23][C:24]1[C:29]([Cl:30])=[CH:28][CH:27]=[CH:26][C:25]=1[N:31]1[CH2:36][CH2:35][NH:34][CH2:33][CH2:32]1.[I-].[Na+].C(=O)([O-])[O-].[K+].[K+], predict the reaction product. The product is: [Cl:23][C:24]1[C:29]([Cl:30])=[CH:28][CH:27]=[CH:26][C:25]=1[N:31]1[CH2:36][CH2:35][N:34]([CH2:2][CH2:3][CH2:4][CH2:5][CH2:6][O:7][C:8]2[CH:9]=[CH:10][C:11]3[C:17]([CH3:19])([CH3:18])[CH2:16][CH2:15][C:14](=[O:20])[NH:13][C:12]=3[CH:21]=2)[CH2:33][CH2:32]1. (3) Given the reactants [CH3:1][C:2]1[N:11]=[C:10]([C:12]([F:15])([F:14])[F:13])[CH:9]=[CH:8][C:3]=1[C:4]([O:6][CH3:7])=[O:5].[Br:16]N1C(=O)CCC1=O, predict the reaction product. The product is: [Br:16][CH2:1][C:2]1[N:11]=[C:10]([C:12]([F:15])([F:13])[F:14])[CH:9]=[CH:8][C:3]=1[C:4]([O:6][CH3:7])=[O:5]. (4) The product is: [F:10][C:7]([F:8])([F:9])[C:6]([N:21]1[CH2:22][CH2:23][C@:16]2([CH3:15])[C:24]([CH3:26])([CH3:25])[C@H:20]1[CH2:19][C:18]1[C:27]([OH:31])=[CH:28][CH:29]=[CH:30][C:17]=12)=[O:11]. Given the reactants [F:8][C:7]([F:10])([F:9])[C:6](O[C:6](=[O:11])[C:7]([F:10])([F:9])[F:8])=[O:11].Br.[CH3:15][C@:16]12[C:24]([CH3:26])([CH3:25])[C@H:20]([NH:21][CH2:22][CH2:23]1)[CH2:19][C:18]1[C:27]([OH:31])=[CH:28][CH:29]=[CH:30][C:17]2=1.C(N(CC)CC)C, predict the reaction product. (5) Given the reactants [F:1][C:2]1[CH:11]=[C:10]2[C:5]([CH:6]=[CH:7][CH:8]=[N:9]2)=[CH:4][C:3]=1[CH2:12][N:13]1[C:21]2[C:16](=[N:17][CH:18]=[C:19]([C:22](=O)[CH3:23])[N:20]=2)[N:15]=[N:14]1.Cl.[NH:26]1[CH2:30][CH2:29][C@H:28]([O:31][NH2:32])[CH2:27]1, predict the reaction product. The product is: [NH:26]1[CH2:30][CH2:29][C@H:28]([O:31]/[N:32]=[C:22](/[C:19]2[N:20]=[C:21]3[N:13]([CH2:12][C:3]4[CH:4]=[C:5]5[C:10](=[CH:11][C:2]=4[F:1])[N:9]=[CH:8][CH:7]=[CH:6]5)[N:14]=[N:15][C:16]3=[N:17][CH:18]=2)\[CH3:23])[CH2:27]1. (6) Given the reactants Cl[C:2]1[N:11]=[CH:10][CH:9]=[C:8]2[C:3]=1[CH:4]=[C:5]([C:27]1[CH:32]=[CH:31][CH:30]=[CH:29][CH:28]=1)[C:6]([C:12]1[CH:26]=[CH:25][C:15]([CH2:16][NH:17][C:18](=[O:24])[O:19][C:20]([CH3:23])([CH3:22])[CH3:21])=[CH:14][CH:13]=1)=[N:7]2.[NH3:33].CS(C)=O, predict the reaction product. The product is: [NH2:33][C:2]1[N:11]=[CH:10][CH:9]=[C:8]2[C:3]=1[CH:4]=[C:5]([C:27]1[CH:32]=[CH:31][CH:30]=[CH:29][CH:28]=1)[C:6]([C:12]1[CH:26]=[CH:25][C:15]([CH2:16][NH:17][C:18](=[O:24])[O:19][C:20]([CH3:23])([CH3:22])[CH3:21])=[CH:14][CH:13]=1)=[N:7]2. (7) Given the reactants C([O:3][C:4](=O)[CH2:5][CH2:6][CH2:7][CH2:8][CH2:9]I)C.C(OC(=O)CCCCCCI)C.[NH:24]1[C:32]2[C:27](=[CH:28][CH:29]=[CH:30][CH:31]=2)[CH:26]=[C:25]1[C:33](Cl)=[O:34].C(Cl)(=O)C1C=CC=CC=1.[NH2:45][OH:46].Cl, predict the reaction product. The product is: [OH:46][NH:45][C:4](=[O:3])[CH2:5][CH2:6][CH2:7][CH2:8][CH2:9][C:33]([C:25]1[NH:24][C:32]2[C:27]([CH:26]=1)=[CH:28][CH:29]=[CH:30][CH:31]=2)=[O:34].